Dataset: Forward reaction prediction with 1.9M reactions from USPTO patents (1976-2016). Task: Predict the product of the given reaction. (1) Given the reactants [CH2:1]([O:3][C:4]1[CH:5]=[C:6]([CH2:13][CH2:14][C:15]([OH:17])=O)[CH:7]=[CH:8][C:9]=1[O:10][CH2:11][CH3:12])[CH3:2].C[CH2:19][N:20](C(C)C)C(C)C.C1C=CC2N(O)N=NC=2C=1.CN, predict the reaction product. The product is: [CH2:1]([O:3][C:4]1[CH:5]=[C:6]([CH2:13][CH2:14][C:15]([NH:20][CH3:19])=[O:17])[CH:7]=[CH:8][C:9]=1[O:10][CH2:11][CH3:12])[CH3:2]. (2) Given the reactants Br.C[O:3][C:4]1[CH:9]=[CH:8][N:7]=[C:6]([C:10]2[CH:11]=[N:12][N:13]3[CH:18]=[CH:17][CH:16]=[CH:15][C:14]=23)[N:5]=1, predict the reaction product. The product is: [N:12]1[N:13]2[CH:18]=[CH:17][CH:16]=[CH:15][C:14]2=[C:10]([C:6]2[N:5]=[C:4]([OH:3])[CH:9]=[CH:8][N:7]=2)[CH:11]=1. (3) Given the reactants [CH3:1][NH2:2].C(O)C.Cl[C:7]1[C:12]([N+:13]([O-:15])=[O:14])=[C:11]([NH:16][CH2:17][C:18]2[C:23]([CH3:24])=[CH:22][CH:21]=[CH:20][C:19]=2[CH2:25][CH3:26])[CH:10]=[C:9]([Cl:27])[N:8]=1, predict the reaction product. The product is: [Cl:27][C:9]1[N:8]=[C:7]([NH:2][CH3:1])[C:12]([N+:13]([O-:15])=[O:14])=[C:11]([NH:16][CH2:17][C:18]2[C:23]([CH3:24])=[CH:22][CH:21]=[CH:20][C:19]=2[CH2:25][CH3:26])[CH:10]=1. (4) The product is: [CH3:40][O:39][CH2:38][CH2:37][NH:36][S:33]([C:29]1[CH:30]=[CH:31][CH:32]=[C:27]([C:2]#[C:1][C:3]2[CH:4]=[N:5][N:6]3[C:11]([C:12]([F:14])([F:13])[F:15])=[CH:10][C:9]([C:16]4[CH:21]=[CH:20][C:19]([C:22]([F:25])([F:24])[F:23])=[CH:18][CH:17]=4)=[N:8][C:7]=23)[CH:28]=1)(=[O:34])=[O:35]. Given the reactants [C:1]([C:3]1[CH:4]=[N:5][N:6]2[C:11]([C:12]([F:15])([F:14])[F:13])=[CH:10][C:9]([C:16]3[CH:21]=[CH:20][C:19]([C:22]([F:25])([F:24])[F:23])=[CH:18][CH:17]=3)=[N:8][C:7]=12)#[CH:2].Br[C:27]1[CH:28]=[C:29]([S:33]([NH:36][CH2:37][CH2:38][O:39][CH3:40])(=[O:35])=[O:34])[CH:30]=[CH:31][CH:32]=1, predict the reaction product. (5) Given the reactants [CH2:1]([O:8][N:9]1[C:18]2[C:13](=[CH:14][C:15](Br)=[CH:16][N:17]=2)[C:12]([NH:20][CH2:21][C:22]([O:24][CH3:25])=[O:23])=[C:11]([C:26](=[O:37])[NH:27][CH2:28][C:29]2[CH:34]=[CH:33][C:32]([F:35])=[CH:31][C:30]=2[F:36])[C:10]1=[O:38])[C:2]1[CH:7]=[CH:6][CH:5]=[CH:4][CH:3]=1.[CH2:39]([OH:44])[CH2:40][CH2:41][C:42]#[CH:43], predict the reaction product. The product is: [CH2:1]([O:8][N:9]1[C:18]2[C:13](=[CH:14][C:15]([C:43]#[C:42][CH2:41][CH2:40][CH2:39][OH:44])=[CH:16][N:17]=2)[C:12]([NH:20][CH2:21][C:22]([O:24][CH3:25])=[O:23])=[C:11]([C:26](=[O:37])[NH:27][CH2:28][C:29]2[CH:34]=[CH:33][C:32]([F:35])=[CH:31][C:30]=2[F:36])[C:10]1=[O:38])[C:2]1[CH:7]=[CH:6][CH:5]=[CH:4][CH:3]=1. (6) Given the reactants [H-].[Na+].[O-:3][CH2:4][CH3:5].[Na+].[Cl:7][C:8]1[C:9]([C:40]([NH2:42])=[O:41])=[N:10][CH:11]=[CH:12][C:13]=1[O:14][C:15]1[CH:20]=[CH:19][C:18]([NH:21][C:22]([C:24]2[C:25](=[O:38])[N:26]([C:31]3[CH:36]=[CH:35][C:34]([F:37])=[CH:33][CH:32]=3)[CH:27]=[CH:28][C:29]=2I)=[O:23])=[CH:17][C:16]=1[F:39].ClC1C(C(N)=O)=NC=CC=1OC1C=CC(NC(C2C(=O)N(C3C=CC(F)=CC=3)C=CC=2Cl)=O)=CC=1F, predict the reaction product. The product is: [Cl:7][C:8]1[C:9]([C:40]([NH2:42])=[O:41])=[N:10][CH:11]=[CH:12][C:13]=1[O:14][C:15]1[CH:20]=[CH:19][C:18]([NH:21][C:22]([C:24]2[C:25](=[O:38])[N:26]([C:31]3[CH:36]=[CH:35][C:34]([F:37])=[CH:33][CH:32]=3)[CH:27]=[CH:28][C:29]=2[O:3][CH2:4][CH3:5])=[O:23])=[CH:17][C:16]=1[F:39]. (7) The product is: [NH2:15][C:10]1[CH:11]=[CH:12][CH:13]=[CH:14][C:9]=1[NH:8][C:6]1[CH:5]=[CH:4][C:3]([C:18]([C:20]2[CH:25]=[C:24]([O:26][CH2:27][CH:28]([OH:31])[CH2:29][OH:30])[CH:23]=[CH:22][C:21]=2[F:32])=[O:19])=[C:2]([Cl:1])[CH:7]=1. Given the reactants [Cl:1][C:2]1[CH:7]=[C:6]([NH:8][C:9]2[CH:14]=[CH:13][CH:12]=[CH:11][C:10]=2[N+:15]([O-])=O)[CH:5]=[CH:4][C:3]=1[C:18]([C:20]1[CH:25]=[C:24]([O:26][CH2:27][CH:28]([OH:31])[CH2:29][OH:30])[CH:23]=[CH:22][C:21]=1[F:32])=[O:19].[NH4+].[Cl-], predict the reaction product.